This data is from Reaction yield outcomes from USPTO patents with 853,638 reactions. The task is: Predict the reaction yield, written as a fraction of the theoretical maximum amount of product (1.0 means a 100% yield; for example, 0.34 means a 34% yield). (1) The reactants are [Cl:1][C:2]1[CH:3]=[C:4]([NH2:20])[CH:5]=[C:6]([Cl:19])[C:7]=1[S:8][C:9]1[CH:18]=[CH:17][C:16]2[C:11](=[CH:12][CH:13]=[CH:14][CH:15]=2)[CH:10]=1.N1C=CC=CC=1.[Cl:27][C:28]1[N:33]=[CH:32][C:31]([S:34](Cl)(=[O:36])=[O:35])=[CH:30][CH:29]=1. The yield is 0.560. The catalyst is C1COCC1. The product is [Cl:19][C:6]1[CH:5]=[C:4]([NH:20][S:34]([C:31]2[CH:32]=[N:33][C:28]([Cl:27])=[CH:29][CH:30]=2)(=[O:36])=[O:35])[CH:3]=[C:2]([Cl:1])[C:7]=1[S:8][C:9]1[CH:18]=[CH:17][C:16]2[C:11](=[CH:12][CH:13]=[CH:14][CH:15]=2)[CH:10]=1. (2) The reactants are [CH2:1]1[CH2:6][C@H:5]([C:7]([OH:9])=[O:8])[CH2:4][CH2:3][C@H:2]1[CH2:10][NH2:11].[C:12]([O:17][CH:18]([O:22][C:23](ON1C(=O)CCC1=O)=[O:24])[CH:19]([CH3:21])[CH3:20])(=[O:16])[CH2:13][CH2:14][CH3:15]. The catalyst is CC(OC)(C)C.CC(C)=O.O. The product is [C:12]([O:17][CH:18]([O:22][C:23]([NH:11][CH2:10][C@H:2]1[CH2:3][CH2:4][C@H:5]([C:7]([OH:9])=[O:8])[CH2:6][CH2:1]1)=[O:24])[CH:19]([CH3:21])[CH3:20])(=[O:16])[CH2:13][CH2:14][CH3:15]. The yield is 0.750. (3) The reactants are Br[C:2]1[CH:18]=[C:17]([C:19]#[N:20])[CH:16]=[CH:15][C:3]=1[CH2:4][N:5]([CH3:14])[CH2:6][C:7]([O:9][C:10]([CH3:13])([CH3:12])[CH3:11])=[O:8].N[C:22](=NO)[C:23]1C=CC(CN(C)CC(OC(C)(C)C)=O)=C(Br)C=1.C(B1OC(C)(C)C(C)(C)O1)=C.C([O-])([O-])=O.[K+].[K+]. The catalyst is O1CCOCC1.O.C(Cl)Cl.O. The product is [C:19]([C:17]1[CH:16]=[CH:15][C:3]([CH2:4][N:5]([CH3:14])[CH2:6][C:7]([O:9][C:10]([CH3:13])([CH3:12])[CH3:11])=[O:8])=[C:2]([CH:22]=[CH2:23])[CH:18]=1)#[N:20]. The yield is 0.920. (4) The reactants are C([O:5][C:6]([C:8]1[C:13]([O:14][CH2:15][C:16]2[CH:21]=[CH:20][CH:19]=[CH:18][CH:17]=2)=[C:12]([OH:22])[N:11]=[C:10]([CH2:23][C:24]2([C:29]3[CH:34]=[C:33]([Cl:35])[CH:32]=[CH:31][C:30]=3[Cl:36])[CH2:28][CH2:27][CH2:26][CH2:25]2)[N:9]=1)=[O:7])(C)(C)C.O.C(OCC)(=O)C. The catalyst is O1CCCC1.O.CCCCCC. The product is [CH2:15]([O:14][C:13]1[C:8]([C:6]([OH:7])=[O:5])=[N:9][C:10]([CH2:23][C:24]2([C:29]3[CH:34]=[C:33]([Cl:35])[CH:32]=[CH:31][C:30]=3[Cl:36])[CH2:25][CH2:26][CH2:27][CH2:28]2)=[N:11][C:12]=1[OH:22])[C:16]1[CH:17]=[CH:18][CH:19]=[CH:20][CH:21]=1. The yield is 0.725. (5) The product is [NH2:2][CH2:1][C:3]1[C:4](=[O:10])[NH:5][C:6]([CH3:12])=[CH:7][C:8]=1[CH3:9]. The reactants are [C:1]([C:3]1[C:4](C)([OH:10])[NH:5][CH:6]=[CH:7][C:8]=1[CH3:9])#[N:2].[CH3:12]O. The yield is 1.00. The catalyst is [Ni].N. (6) The reactants are [N+]([C:4]1[CH:9]=[C:8]([N+:10]([O-])=O)[C:7]([C:13]([F:16])([F:15])[F:14])=[CH:6][C:5]=1/[CH:17]=[CH:18]/[N:19](C)C)([O-])=O. The catalyst is [Ni].C(O)C. The product is [F:16][C:13]([F:14])([F:15])[C:7]1[CH:6]=[C:5]2[C:4](=[CH:9][C:8]=1[NH2:10])[NH:19][CH:18]=[CH:17]2. The yield is 0.140.